From a dataset of CYP2C9 inhibition data for predicting drug metabolism from PubChem BioAssay. Regression/Classification. Given a drug SMILES string, predict its absorption, distribution, metabolism, or excretion properties. Task type varies by dataset: regression for continuous measurements (e.g., permeability, clearance, half-life) or binary classification for categorical outcomes (e.g., BBB penetration, CYP inhibition). Dataset: cyp2c9_veith. The molecule is Nc1ccc(CCN2CCN(c3cccc(C(F)(F)F)c3)CC2)cc1. The result is 0 (non-inhibitor).